From a dataset of Catalyst prediction with 721,799 reactions and 888 catalyst types from USPTO. Predict which catalyst facilitates the given reaction. The catalyst class is: 4. Product: [F:1][C:2]1[C:7]([C:8]([F:10])([F:11])[F:9])=[CH:6][CH:5]=[CH:4][C:3]=1[CH2:12][C:13]1[N:14]=[C:15]2[S:22][C:21]([CH3:23])=[C:20]([CH:24]=[O:25])[N:16]2[C:17](=[O:19])[CH:18]=1. Reactant: [F:1][C:2]1[C:7]([C:8]([F:11])([F:10])[F:9])=[CH:6][CH:5]=[CH:4][C:3]=1[CH2:12][C:13]1[N:14]=[C:15]2[S:22][C:21]([CH3:23])=[C:20]([CH2:24][OH:25])[N:16]2[C:17](=[O:19])[CH:18]=1.